From a dataset of Reaction yield outcomes from USPTO patents with 853,638 reactions. Predict the reaction yield, written as a fraction of the theoretical maximum amount of product (1.0 means a 100% yield; for example, 0.34 means a 34% yield). (1) The reactants are Cl.Cl.[CH3:3][O:4][C:5](=[O:29])[CH2:6][CH2:7][C:8]1[CH:13]=[CH:12][C:11]([O:14][C:15]2[CH:20]=[CH:19][C:18]([CH2:21][CH:22]([NH2:28])[C:23](=[O:27])[N:24]([CH3:26])[CH3:25])=[CH:17][CH:16]=2)=[CH:10][CH:9]=1.CCN(C(C)C)C(C)C.[C:39]1([CH3:49])[CH:44]=[CH:43][C:42]([S:45](Cl)(=[O:47])=[O:46])=[CH:41][CH:40]=1. The catalyst is C(Cl)Cl.C(O)(=O)C.C(OCC)(=O)C. The product is [CH3:3][O:4][C:5](=[O:29])[CH2:6][CH2:7][C:8]1[CH:13]=[CH:12][C:11]([O:14][C:15]2[CH:20]=[CH:19][C:18]([CH2:21][CH:22]([C:23](=[O:27])[N:24]([CH3:25])[CH3:26])[NH:28][S:45]([C:42]3[CH:43]=[CH:44][C:39]([CH3:49])=[CH:40][CH:41]=3)(=[O:47])=[O:46])=[CH:17][CH:16]=2)=[CH:10][CH:9]=1. The yield is 0.470. (2) The product is [ClH:1].[NH2:30][C:26]1[CH:25]=[C:24]([O:23][C:20]2[CH:21]=[CH:22][C:17]([NH:16][C:14](=[O:15])[CH2:13][C:12]([NH:11][CH2:4][C:5]([CH3:10])([CH3:34])[CH3:6])=[O:32])=[CH:18][C:19]=2[F:31])[CH:29]=[CH:28][N:27]=1. The reactants are [ClH:1].NC(=O)[C@@H:4]([NH:11][C:12](=[O:32])[CH2:13][C:14]([NH:16][C:17]1[CH:22]=[CH:21][C:20]([O:23][C:24]2[CH:29]=[CH:28][N:27]=[C:26]([NH2:30])[CH:25]=2)=[C:19]([F:31])[CH:18]=1)=[O:15])[C:5]1[CH:10]=CC=C[CH:6]=1.[CH3:34]C(C)(C)CN. The yield is 0.320. No catalyst specified. (3) The reactants are [F:1][C:2]1[CH:7]=[CH:6][C:5]([CH2:8][CH2:9][N:10]2[C:14](=[O:15])[CH2:13][CH2:12][C:11]2=[O:16])=[CH:4][CH:3]=1.C[O:18][C:19]([C:21]1[C:26]([C:27](OC)=[O:28])=[CH:25][CH:24]=[CH:23][N:22]=1)=O.[H-].[Na+].Cl. The catalyst is O1CCCC1.C(OCC)C.CO. The product is [F:1][C:2]1[CH:3]=[CH:4][C:5]([CH2:8][CH2:9][N:10]2[C:14](=[O:15])[C:13]3[C:19]([OH:18])=[C:21]4[C:26]([CH:25]=[CH:24][CH:23]=[N:22]4)=[C:27]([OH:28])[C:12]=3[C:11]2=[O:16])=[CH:6][CH:7]=1. The yield is 0.580. (4) The reactants are [CH2:1]([N:3]([CH2:34][CH3:35])[C:4]1[CH:9]=[CH:8][C:7]([C:10]2[CH:11]=[C:12]([C:21]3[CH:26]=[CH:25][C:24]([C:27]([O:29]CC)=[O:28])=[CH:23][CH:22]=3)[CH:13]=[CH:14][C:15]=2[O:16][CH2:17][CH2:18][CH2:19][OH:20])=[CH:6][C:5]=1[CH2:32][CH3:33])[CH3:2].[OH-].[Na+].Cl. The catalyst is O1CCCC1.O. The product is [CH2:34]([N:3]([CH2:1][CH3:2])[C:4]1[CH:9]=[CH:8][C:7]([C:10]2[CH:11]=[C:12]([C:21]3[CH:22]=[CH:23][C:24]([C:27]([OH:29])=[O:28])=[CH:25][CH:26]=3)[CH:13]=[CH:14][C:15]=2[O:16][CH2:17][CH2:18][CH2:19][OH:20])=[CH:6][C:5]=1[CH2:32][CH3:33])[CH3:35]. The yield is 0.310. (5) The reactants are [CH2:1]([N:8]1[C:16]2[C:11](=[C:12]([O:17]CC3C=CC=CC=3)[CH:13]=[CH:14][CH:15]=2)[CH:10]=[C:9]1[CH3:25])[C:2]1[CH:7]=[CH:6][CH:5]=[CH:4][CH:3]=1.C(OCC)(=O)C. The catalyst is [Pd].[Hg].CO. The product is [CH2:1]([N:8]1[C:16]2[CH:15]=[CH:14][CH:13]=[C:12]([OH:17])[C:11]=2[CH:10]=[C:9]1[CH3:25])[C:2]1[CH:3]=[CH:4][CH:5]=[CH:6][CH:7]=1. The yield is 0.490.